This data is from Forward reaction prediction with 1.9M reactions from USPTO patents (1976-2016). The task is: Predict the product of the given reaction. (1) The product is: [OH:2][C:3]1[CH:4]=[C:5]2[C:10](=[CH:11][CH:12]=1)[C:9](=[O:13])[NH:8][CH:7]=[CH:6]2. Given the reactants C[O:2][C:3]1[CH:4]=[C:5]2[C:10](=[CH:11][CH:12]=1)[C:9](=[O:13])[NH:8][CH:7]=[CH:6]2.B(Br)(Br)Br, predict the reaction product. (2) Given the reactants [C:1]([NH:4][C:5]1[S:6][C:7]([C:11]2[N:12]=[C:13]([C:16](Cl)=[O:17])[S:14][CH:15]=2)=[C:8]([CH3:10])[N:9]=1)(=[O:3])[CH3:2].[NH:19]1[CH2:24][CH2:23][NH:22][CH2:21][C:20]1=[O:25].C(N(CC)CC)C, predict the reaction product. The product is: [CH3:10][C:8]1[N:9]=[C:5]([NH:4][C:1](=[O:3])[CH3:2])[S:6][C:7]=1[C:11]1[N:12]=[C:13]([C:16]([N:22]2[CH2:23][CH2:24][NH:19][C:20](=[O:25])[CH2:21]2)=[O:17])[S:14][CH:15]=1. (3) Given the reactants [OH:1][C:2]1[CH:7]=[CH:6][N:5]2[C:8]([C:11]([O:13][CH2:14][CH3:15])=[O:12])=[CH:9][N:10]=[C:4]2[CH:3]=1.O[CH:17]1[CH2:22][CH2:21][S:20](=[O:24])(=[O:23])[CH2:19][CH2:18]1.N(C(N1CCCCC1)=O)=NC(N1CCCCC1)=O.CCCCP(CCCC)CCCC, predict the reaction product. The product is: [O:23]=[S:20]1(=[O:24])[CH2:21][CH2:22][CH:17]([O:1][C:2]2[CH:7]=[CH:6][N:5]3[C:8]([C:11]([O:13][CH2:14][CH3:15])=[O:12])=[CH:9][N:10]=[C:4]3[CH:3]=2)[CH2:18][CH2:19]1. (4) Given the reactants BrC[CH2:3][C:4]1[CH:13]=[CH:12][C:11]([Cl:14])=[CH:10][C:5]=1[C:6]([O:8][CH3:9])=[O:7].[F:15][C:16]1[CH:21]=[CH:20][C:19]([F:22])=[CH:18][C:17]=1[OH:23], predict the reaction product. The product is: [Cl:14][C:11]1[CH:12]=[CH:13][C:4]([CH2:3][O:23][C:17]2[CH:18]=[C:19]([F:22])[CH:20]=[CH:21][C:16]=2[F:15])=[C:5]([CH:10]=1)[C:6]([O:8][CH3:9])=[O:7]. (5) Given the reactants C(O)C.[CH3:4][O:5][C:6]1[CH:7]=[CH:8][C:9]2[N:14]=[CH:13][C:12](=[O:15])[N:11]([CH2:16][CH2:17][C@H:18]3[CH2:20][O:19]3)[C:10]=2[N:21]=1.[NH2:22][C@H:23]1[CH2:27][N:26]([C:28]2[CH:29]=[CH:30][C:31]3[O:32][CH2:33][C:34](=[O:38])[NH:35][C:36]=3[N:37]=2)[C:25](=[O:39])[CH2:24]1.C(OC(=O)N[C@@H]1CC(=O)NC1)(C)(C)C, predict the reaction product. The product is: [OH:19][C@@H:18]([CH2:17][CH2:16][N:11]1[C:12](=[O:15])[CH:13]=[N:14][C:9]2[CH:8]=[CH:7][C:6]([O:5][CH3:4])=[N:21][C:10]1=2)[CH2:20][NH:22][C@H:23]1[CH2:27][N:26]([C:28]2[CH:29]=[CH:30][C:31]3[O:32][CH2:33][C:34](=[O:38])[NH:35][C:36]=3[N:37]=2)[C:25](=[O:39])[CH2:24]1. (6) Given the reactants [N:1]1[CH:6]=[CH:5][CH:4]=[C:3]([C:7]2[N:11]([C:12]3[CH:19]=[CH:18][C:15]([CH2:16][NH2:17])=[CH:14][CH:13]=3)[N:10]=[C:9]([C:20]([F:23])([F:22])[F:21])[CH:8]=2)[CH:2]=1.[C:24](Cl)(=[O:31])[C:25]1[CH:30]=[CH:29][CH:28]=[CH:27][CH:26]=1.C(N(CC)CC)C, predict the reaction product. The product is: [N:1]1[CH:6]=[CH:5][CH:4]=[C:3]([C:7]2[N:11]([C:12]3[CH:19]=[CH:18][C:15]([CH2:16][NH:17][C:24](=[O:31])[C:25]4[CH:30]=[CH:29][CH:28]=[CH:27][CH:26]=4)=[CH:14][CH:13]=3)[N:10]=[C:9]([C:20]([F:23])([F:21])[F:22])[CH:8]=2)[CH:2]=1. (7) Given the reactants [Br:1][C:2]1[CH:7]=[CH:6][C:5]([SH:8])=[CH:4][CH:3]=1.[CH3:9][O:10][C:11](=[O:14])[CH2:12]Br.C(N(CC)CC)C, predict the reaction product. The product is: [Br:1][C:2]1[CH:7]=[CH:6][C:5]([S:8][CH2:12][C:11]([O:10][CH3:9])=[O:14])=[CH:4][CH:3]=1. (8) Given the reactants Cl[C:2]1[CH:3]=[C:4]([CH3:11])[C:5]2[N:6]([CH:8]=[CH:9][N:10]=2)[N:7]=1.[Cl:12][C:13]1[CH:14]=[C:15]([CH:18]=[CH:19][C:20]=1[Cl:21])[CH2:16][NH2:17].CC(C)([O-])C.[Na+].C1C=CC(P(C2C=CC3C(=CC=CC=3)C=2C2C3C(=CC=CC=3)C=CC=2P(C2C=CC=CC=2)C2C=CC=CC=2)C2C=CC=CC=2)=CC=1.Cl, predict the reaction product. The product is: [Cl:12][C:13]1[CH:14]=[C:15]([CH:18]=[CH:19][C:20]=1[Cl:21])[CH2:16][NH:17][C:2]1[CH:3]=[C:4]([CH3:11])[C:5]2[N:6]([CH:8]=[CH:9][N:10]=2)[N:7]=1.